Dataset: Full USPTO retrosynthesis dataset with 1.9M reactions from patents (1976-2016). Task: Predict the reactants needed to synthesize the given product. (1) Given the product [Cl:39][C:28]1[CH:27]=[C:26]([NH:25][C:5]2[C:4]3[C:9](=[CH:10][C:11]([N:12]4[CH2:13][CH2:14][CH:15]([N:18]5[CH2:19][CH2:20][CH2:21][CH2:22]5)[CH2:16][CH2:17]4)=[C:2]([NH:1][CH3:42])[CH:3]=3)[N:8]=[CH:7][C:6]=2[C:23]#[N:24])[CH:31]=[CH:30][C:29]=1[S:32][C:33]1[N:34]([CH3:38])[CH:35]=[CH:36][N:37]=1, predict the reactants needed to synthesize it. The reactants are: [NH2:1][C:2]1[CH:3]=[C:4]2[C:9](=[CH:10][C:11]=1[N:12]1[CH2:17][CH2:16][CH:15]([N:18]3[CH2:22][CH2:21][CH2:20][CH2:19]3)[CH2:14][CH2:13]1)[N:8]=[CH:7][C:6]([C:23]#[N:24])=[C:5]2[NH:25][C:26]1[CH:31]=[CH:30][C:29]([S:32][C:33]2[N:34]([CH3:38])[CH:35]=[CH:36][N:37]=2)=[C:28]([Cl:39])[CH:27]=1.C=O.[C:42]([BH3-])#N.[Na+]. (2) Given the product [CH2:1]([N:8]1[CH2:14][CH2:13][C:12]2[C:15]([Cl:22])=[N:16][CH:17]=[N:18][C:11]=2[CH2:10][CH2:9]1)[C:2]1[CH:7]=[CH:6][CH:5]=[CH:4][CH:3]=1, predict the reactants needed to synthesize it. The reactants are: [CH2:1]([N:8]1[CH2:14][CH2:13][C:12]2[C:15](O)=[N:16][CH:17]=[N:18][C:11]=2[CH2:10][CH2:9]1)[C:2]1[CH:7]=[CH:6][CH:5]=[CH:4][CH:3]=1.O=P(Cl)(Cl)[Cl:22]. (3) Given the product [Cl:12][C:13]1[C:14]([F:45])=[C:15]([C:19]([C:2]2[CH:7]=[CH:6][CH:5]=[CH:4][N:3]=2)([C:21]2[N:25]([C:26]([C:33]3[CH:34]=[CH:35][CH:36]=[CH:37][CH:38]=3)([C:27]3[CH:28]=[CH:29][CH:30]=[CH:31][CH:32]=3)[C:39]3[CH:44]=[CH:43][CH:42]=[CH:41][CH:40]=3)[CH:24]=[N:23][CH:22]=2)[OH:20])[CH:16]=[CH:17][CH:18]=1, predict the reactants needed to synthesize it. The reactants are: I[C:2]1[CH:7]=[CH:6][CH:5]=[CH:4][N:3]=1.C([Mg]Br)C.[Cl:12][C:13]1[C:14]([F:45])=[C:15]([C:19]([C:21]2[N:25]([C:26]([C:39]3[CH:44]=[CH:43][CH:42]=[CH:41][CH:40]=3)([C:33]3[CH:38]=[CH:37][CH:36]=[CH:35][CH:34]=3)[C:27]3[CH:32]=[CH:31][CH:30]=[CH:29][CH:28]=3)[CH:24]=[N:23][CH:22]=2)=[O:20])[CH:16]=[CH:17][CH:18]=1. (4) Given the product [C:27]1([N:18]2[C:17]3[CH:16]=[CH:15][C:14]([C:4]4[C:5]5[O:6][C:7]6[C:13]([Si:47]([CH3:50])([CH3:49])[CH3:48])=[CH:12][CH:11]=[CH:10][C:8]=6[C:9]=5[CH:1]=[CH:2][CH:3]=4)=[CH:26][C:25]=3[C:24]3[C:19]2=[CH:20][CH:21]=[CH:22][CH:23]=3)[CH:28]=[CH:29][CH:30]=[CH:31][CH:32]=1, predict the reactants needed to synthesize it. The reactants are: [CH:1]1[C:9]2[C:8]3[CH:10]=[CH:11][CH:12]=[CH:13][C:7]=3[O:6][C:5]=2[C:4]([C:14]2[CH:15]=[CH:16][C:17]3[N:18]([C:27]4[CH:32]=[CH:31][CH:30]=[CH:29][CH:28]=4)[C:19]4[C:24]([C:25]=3[CH:26]=2)=[CH:23][CH:22]=[CH:21][CH:20]=4)=[CH:3][CH:2]=1.CN(CCN(C)C)C.C([Li])CCC.Cl[Si:47]([CH3:50])([CH3:49])[CH3:48]. (5) Given the product [CH3:1][CH:2]([CH3:29])[C@@H:3]([O:19][CH2:20][CH2:21][O:22][C:23]1[CH:28]=[CH:27][CH:26]=[CH:25][CH:24]=1)[C:4]([NH:6][C@H:7]([C:9]1[CH:18]=[CH:17][C:12]([C:13]([OH:15])=[O:14])=[CH:11][CH:10]=1)[CH3:8])=[O:5], predict the reactants needed to synthesize it. The reactants are: [CH3:1][CH:2]([CH3:29])[C@@H:3]([O:19][CH2:20][CH2:21][O:22][C:23]1[CH:28]=[CH:27][CH:26]=[CH:25][CH:24]=1)[C:4]([NH:6][C@H:7]([C:9]1[CH:18]=[CH:17][C:12]([C:13]([O:15]C)=[O:14])=[CH:11][CH:10]=1)[CH3:8])=[O:5].[OH-].[Na+].Cl. (6) Given the product [OH:1][C@H:2]1[C@H:6]([CH2:7][S:8][CH3:9])[CH2:5][NH:4][CH2:3]1, predict the reactants needed to synthesize it. The reactants are: [OH:1][CH:2]1[CH:6]([CH2:7][S:8][CH3:9])[CH2:5][NH:4][CH2:3]1.CO.Cl. (7) Given the product [C:1]([O:5][C:6]([N:8]1[CH2:13][CH2:12][N:11]([C:14]2[CH:19]=[CH:18][C:17]([Cl:20])=[C:16]([O:21][CH3:22])[CH:15]=2)[CH2:10][CH:9]1[CH2:23][C:24](=[O:26])[CH:25]=[CH:35][C:34]1[CH:37]=[CH:38][C:31]([O:30][CH2:27][CH:28]=[CH2:29])=[C:32]([CH3:40])[C:33]=1[CH3:39])=[O:7])([CH3:4])([CH3:3])[CH3:2], predict the reactants needed to synthesize it. The reactants are: [C:1]([O:5][C:6]([N:8]1[CH2:13][CH2:12][N:11]([C:14]2[CH:19]=[CH:18][C:17]([Cl:20])=[C:16]([O:21][CH3:22])[CH:15]=2)[CH2:10][CH:9]1[CH2:23][C:24](=[O:26])[CH3:25])=[O:7])([CH3:4])([CH3:3])[CH3:2].[CH2:27]([O:30][C:31]1[CH:38]=[CH:37][C:34]([CH:35]=O)=[C:33]([CH3:39])[C:32]=1[CH3:40])[CH:28]=[CH2:29].[Li+].[Cl-].C1CCN2C(=NCCC2)CC1. (8) The reactants are: CO.[C:3]([O:11][CH2:12][C:13]([O:15]C)=[O:14])(=[O:10])[C:4]1[CH:9]=[CH:8][CH:7]=[CH:6][CH:5]=1.O.[OH-].[Li+]. Given the product [C:3]([O:11][CH2:12][C:13]([OH:15])=[O:14])(=[O:10])[C:4]1[CH:9]=[CH:8][CH:7]=[CH:6][CH:5]=1, predict the reactants needed to synthesize it. (9) Given the product [Cl:31][C:24]1[CH:23]=[C:22](/[CH:21]=[C:17]2/[C:18](=[O:20])[N:19]3[CH:12]=[C:11]([C:7]4[CH:8]=[CH:9][CH:10]=[C:5]([O:4][CH2:1][CH:2]=[CH2:3])[CH:6]=4)[N:14]=[C:15]3[S:16]/2)[CH:27]=[C:26]([O:28][CH3:29])[C:25]=1[OH:30], predict the reactants needed to synthesize it. The reactants are: [CH2:1]([O:4][C:5]1[CH:6]=[C:7]([C:11](=O)[CH3:12])[CH:8]=[CH:9][CH:10]=1)[CH:2]=[CH2:3].[NH2:14][C:15]1[S:16]/[C:17](=[CH:21]\[C:22]2[CH:27]=[C:26]([O:28][CH3:29])[C:25]([OH:30])=[C:24]([Cl:31])[CH:23]=2)/[C:18](=[O:20])[N:19]=1.